Task: Regression. Given a peptide amino acid sequence and an MHC pseudo amino acid sequence, predict their binding affinity value. This is MHC class I binding data.. Dataset: Peptide-MHC class I binding affinity with 185,985 pairs from IEDB/IMGT (1) The peptide sequence is AQRAAGPSV. The MHC is HLA-A03:01 with pseudo-sequence HLA-A03:01. The binding affinity (normalized) is 0.213. (2) The peptide sequence is AFDWPELEF. The MHC is HLA-A11:01 with pseudo-sequence HLA-A11:01. The binding affinity (normalized) is 0.0847. (3) The peptide sequence is KRINSLIKY. The MHC is HLA-A30:01 with pseudo-sequence HLA-A30:01. The binding affinity (normalized) is 0.0847. (4) The MHC is Mamu-A07 with pseudo-sequence Mamu-A07. The peptide sequence is IYIVQMLAKL. The binding affinity (normalized) is 0.138. (5) The peptide sequence is ITLTNVVNI. The MHC is HLA-B15:01 with pseudo-sequence HLA-B15:01. The binding affinity (normalized) is 0.773.